From a dataset of Reaction yield outcomes from USPTO patents with 853,638 reactions. Predict the reaction yield, written as a fraction of the theoretical maximum amount of product (1.0 means a 100% yield; for example, 0.34 means a 34% yield). (1) The reactants are [C:1]([Si:18](C)([CH3:25])[O:19][N-:20][C:21]([CH3:24])([CH3:23])[CH3:22])(OCC1C2C(=CC=CC=2)C2C1=CC=CC=2)=O.[NH:27]1[CH2:34][CH2:33][CH2:32][C@H:28]1[C:29]([OH:31])=[O:30].C(#N)C.N1CCCCC1.C(Cl)Cl. The catalyst is CO. The product is [C:21]([N-:20][O:19][SiH:18]([CH3:25])[CH3:1])([CH3:24])([CH3:23])[CH3:22].[NH:27]1[CH2:34][CH2:33][CH2:32][C@H:28]1[C:29]([OH:31])=[O:30]. The yield is 0.900. (2) The reactants are [C:1]([N:8]1[CH2:13][CH2:12][C:11](=O)[CH2:10][CH2:9]1)([O:3][C:4]([CH3:7])([CH3:6])[CH3:5])=[O:2].[N:15]1[C:24]2[CH:23]([NH2:25])[CH2:22][CH2:21][CH2:20][C:19]=2[CH:18]=[CH:17][CH:16]=1.C(O[BH-](OC(=O)C)OC(=O)C)(=O)C.[Na+].C(O)(=O)C. The catalyst is C1COCC1. The product is [C:4]([O:3][C:1]([N:8]1[CH2:13][CH2:12][CH:11]([NH:25][CH:23]2[C:24]3[N:15]=[CH:16][CH:17]=[CH:18][C:19]=3[CH2:20][CH2:21][CH2:22]2)[CH2:10][CH2:9]1)=[O:2])([CH3:7])([CH3:6])[CH3:5]. The yield is 0.980.